This data is from Reaction yield outcomes from USPTO patents with 853,638 reactions. The task is: Predict the reaction yield, written as a fraction of the theoretical maximum amount of product (1.0 means a 100% yield; for example, 0.34 means a 34% yield). The reactants are [CH2:1]([O:8][C:9](C[C@H](O)C(O)=O)=[O:10])[C:2]1[CH:7]=[CH:6][CH:5]=[CH:4][CH:3]=1.Cl.CNC.[CH3:21][CH2:22][N:23](C(C)C)C(C)C.C(Cl)CCl.C1C=CC2N([OH:43])N=NC=2C=1.[CH3:44][N:45]([CH:47]=[O:48])[CH3:46]. No catalyst specified. The product is [CH3:44][N:45]([CH3:46])[C:47](=[O:48])[C@@H:21]([OH:43])[CH2:22][NH:23][C:9](=[O:10])[O:8][CH2:1][C:2]1[CH:3]=[CH:4][CH:5]=[CH:6][CH:7]=1. The yield is 0.830.